The task is: Predict the reaction yield, written as a fraction of the theoretical maximum amount of product (1.0 means a 100% yield; for example, 0.34 means a 34% yield).. This data is from Reaction yield outcomes from USPTO patents with 853,638 reactions. (1) The reactants are [F:1][C:2]([F:17])([F:16])[C:3]1[N:8]=[N:7][C:6]([C:9]2[CH:14]=[CH:13][NH:12][C:11](=[O:15])[CH:10]=2)=[CH:5][CH:4]=1.Br[C:19]1[CH:20]=[CH:21][C:22]2[C:23]3[CH2:32][N:31]([C:33]([O:35][C:36]([CH3:39])([CH3:38])[CH3:37])=[O:34])[CH2:30][CH2:29][C:24]=3[N:25]([CH3:28])[C:26]=2[CH:27]=1. No catalyst specified. The product is [CH3:28][N:25]1[C:26]2[CH:27]=[C:19]([N:12]3[CH:13]=[CH:14][C:9]([C:6]4[N:7]=[N:8][C:3]([C:2]([F:1])([F:16])[F:17])=[CH:4][CH:5]=4)=[CH:10][C:11]3=[O:15])[CH:20]=[CH:21][C:22]=2[C:23]2[CH2:32][N:31]([C:33]([O:35][C:36]([CH3:39])([CH3:38])[CH3:37])=[O:34])[CH2:30][CH2:29][C:24]1=2. The yield is 0.460. (2) The reactants are [CH3:1][C:2]([O:5][C:6]([N:8]1[CH2:13][CH:12]=[C:11]([C:14]2[N:15]=[CH:16][C:17]([C:20]([O:22][CH3:23])=[O:21])=[N:18][CH:19]=2)[CH2:10][CH2:9]1)=[O:7])([CH3:4])[CH3:3]. The catalyst is C(O)C.[Pd]. The product is [CH3:4][C:2]([O:5][C:6]([N:8]1[CH2:13][CH2:12][CH:11]([C:14]2[N:15]=[CH:16][C:17]([C:20]([O:22][CH3:23])=[O:21])=[N:18][CH:19]=2)[CH2:10][CH2:9]1)=[O:7])([CH3:1])[CH3:3]. The yield is 0.680. (3) The reactants are C([O:3][C:4]([C:6]1[CH:10]=[C:9]([C:11]2[N:12]=[C:13]([NH:16][C:17]([N:19]([CH2:28][CH2:29][CH:30]([C:37]3[CH:42]=[CH:41][CH:40]=[CH:39][CH:38]=3)[C:31]3[CH:36]=[CH:35][CH:34]=[CH:33][CH:32]=3)[CH2:20][CH2:21][N:22]3[CH2:27][CH2:26][O:25][CH2:24][CH2:23]3)=[O:18])[S:14][CH:15]=2)[O:8][N:7]=1)=[O:5])C.[OH-].[Na+].Cl. The catalyst is CCO. The product is [C:37]1([CH:30]([C:31]2[CH:32]=[CH:33][CH:34]=[CH:35][CH:36]=2)[CH2:29][CH2:28][N:19]([CH2:20][CH2:21][N:22]2[CH2:27][CH2:26][O:25][CH2:24][CH2:23]2)[C:17](=[O:18])[NH:16][C:13]2[S:14][CH:15]=[C:11]([C:9]3[O:8][N:7]=[C:6]([C:4]([OH:5])=[O:3])[CH:10]=3)[N:12]=2)[CH:42]=[CH:41][CH:40]=[CH:39][CH:38]=1. The yield is 1.00. (4) The reactants are [NH:1]1[C:9]2[C:4](=[CH:5][CH:6]=[CH:7][CH:8]=2)[CH2:3][CH2:2]1.[Cl:10][C:11]1[CH:12]=[C:13]([CH:17]=[CH:18][C:19]=1[Cl:20])[C:14](Cl)=[O:15].CCN(CC)CC. The catalyst is CC#N. The product is [Cl:10][C:11]1[CH:12]=[C:13]([C:14]([N:1]2[C:9]3[C:4](=[CH:5][CH:6]=[CH:7][CH:8]=3)[CH2:3][CH2:2]2)=[O:15])[CH:17]=[CH:18][C:19]=1[Cl:20]. The yield is 1.00. (5) The reactants are [CH3:1][C:2]1([NH:8][C:9](=[O:18])[O:10][CH2:11][C:12]2[CH:17]=[CH:16][CH:15]=[CH:14][CH:13]=2)[CH2:7][CH2:6][NH:5][CH2:4][CH2:3]1.Br[CH2:20][C:21]([O:23][CH2:24][CH3:25])=[O:22].C([O-])([O-])=O.[K+].[K+].O. The product is [CH2:11]([O:10][C:9]([NH:8][C:2]1([CH3:1])[CH2:3][CH2:4][N:5]([CH2:20][C:21]([O:23][CH2:24][CH3:25])=[O:22])[CH2:6][CH2:7]1)=[O:18])[C:12]1[CH:17]=[CH:16][CH:15]=[CH:14][CH:13]=1. The yield is 0.600. The catalyst is CN(C=O)C. (6) The reactants are CN.Cl.[NH:4]1[CH2:7][CH:6]([N:8]2[CH:12]=[C:11]([C:13]3[C:21]4[C:16](=[CH:17][C:18]([F:22])=[CH:19][CH:20]=4)[N:15]([S:23]([C:26]4[CH:31]=[CH:30][CH:29]=[CH:28][CH:27]=4)(=[O:25])=[O:24])[CH:14]=3)[CH:10]=[N:9]2)[CH2:5]1.C[CH2:33][N:34]([CH2:37]C)CC.C1C[O:42]CC1. No catalyst specified. The product is [F:22][C:18]1[CH:17]=[C:16]2[C:21]([C:13]([C:11]3[CH:10]=[N:9][N:8]([CH:6]4[CH2:5][N:4]([C:33]([NH:34][CH3:37])=[O:42])[CH2:7]4)[CH:12]=3)=[CH:14][N:15]2[S:23]([C:26]2[CH:31]=[CH:30][CH:29]=[CH:28][CH:27]=2)(=[O:24])=[O:25])=[CH:20][CH:19]=1. The yield is 1.00.